This data is from Catalyst prediction with 721,799 reactions and 888 catalyst types from USPTO. The task is: Predict which catalyst facilitates the given reaction. (1) Reactant: [F:1][C:2]1[CH:3]=[CH:4][C:5]([C:14]2[CH2:19][C:18]([CH3:21])([CH3:20])[CH2:17][C:16]([CH3:23])([CH3:22])[CH:15]=2)=[C:6]([CH:8]2[CH2:13][CH2:12][NH:11][CH2:10][CH2:9]2)[CH:7]=1.[CH:24](=O)[CH2:25][CH2:26][CH3:27].C(O[BH-](OC(=O)C)OC(=O)C)(=O)C.[Na+].C(O)(=O)C.C(=O)([O-])O.[Na+]. Product: [CH2:24]([N:11]1[CH2:10][CH2:9][CH:8]([C:6]2[CH:7]=[C:2]([F:1])[CH:3]=[CH:4][C:5]=2[C:14]2[CH2:19][C:18]([CH3:21])([CH3:20])[CH2:17][C:16]([CH3:23])([CH3:22])[CH:15]=2)[CH2:13][CH2:12]1)[CH2:25][CH2:26][CH3:27]. The catalyst class is: 54. (2) Reactant: [F:1][C:2]1[CH:7]=[C:6]([F:8])[CH:5]=[CH:4][C:3]=1[C:9]1[CH:14]=[C:13]([C:15]2[CH:20]=[CH:19][CH:18]=[C:17]([O:21]C)[N:16]=2)[CH:12]=[C:11]([NH:23][C:24]([C:26]2[NH:27][C:28]3[C:33]([CH:34]=2)=[CH:32][CH:31]=[C:30]([NH:35][S:36]([CH3:39])(=[O:38])=[O:37])[CH:29]=3)=[O:25])[CH:10]=1.B(Br)(Br)Br.CO. Product: [F:1][C:2]1[CH:7]=[C:6]([F:8])[CH:5]=[CH:4][C:3]=1[C:9]1[CH:14]=[C:13]([C:15]2[CH:20]=[CH:19][CH:18]=[C:17]([OH:21])[N:16]=2)[CH:12]=[C:11]([NH:23][C:24]([C:26]2[NH:27][C:28]3[C:33]([CH:34]=2)=[CH:32][CH:31]=[C:30]([NH:35][S:36]([CH3:39])(=[O:38])=[O:37])[CH:29]=3)=[O:25])[CH:10]=1. The catalyst class is: 2. (3) Reactant: [C:1]([C:5]1[CH:9]=[C:8]([NH:10][C:11]2[CH:20]=[CH:19][C:18]([CH2:21][CH3:22])=[CH:17][C:12]=2[C:13]([O:15]C)=[O:14])[N:7]([C:23]2[CH:28]=[CH:27][CH:26]=[CH:25][C:24]=2[CH3:29])[N:6]=1)([CH3:4])([CH3:3])[CH3:2].O.[OH-].[Li+].Cl. Product: [C:1]([C:5]1[CH:9]=[C:8]([NH:10][C:11]2[CH:20]=[CH:19][C:18]([CH2:21][CH3:22])=[CH:17][C:12]=2[C:13]([OH:15])=[O:14])[N:7]([C:23]2[CH:28]=[CH:27][CH:26]=[CH:25][C:24]=2[CH3:29])[N:6]=1)([CH3:4])([CH3:2])[CH3:3]. The catalyst class is: 200. (4) Reactant: [CH3:1][C:2]1([CH3:22])[C@@H:5]([C:6]2[N:10]=[CH:9][NH:8][N:7]=2)[CH2:4][C@H:3]1[NH:11][C:12](=[O:21])[O:13][CH2:14][C:15]1[CH:20]=[CH:19][CH:18]=[CH:17][CH:16]=1.[O:23]1[CH:28]=[CH:27][CH2:26][CH2:25][CH2:24]1.CC1C=CC(S([O-])(=O)=O)=CC=1.[NH+]1C=CC=CC=1. Product: [CH3:1][C:2]1([CH3:22])[C@@H:5]([C:6]2[N:10]=[CH:9][N:8]([CH:24]3[CH2:25][CH2:26][CH2:27][CH2:28][O:23]3)[N:7]=2)[CH2:4][C@H:3]1[NH:11][C:12](=[O:21])[O:13][CH2:14][C:15]1[CH:16]=[CH:17][CH:18]=[CH:19][CH:20]=1. The catalyst class is: 2. (5) Reactant: C([Li])CCC.Br[C:7]1[CH:12]=[CH:11][CH:10]=[CH:9][C:8]=1[CH2:13][O:14][CH:15]1[CH2:20][CH2:19][CH2:18][CH2:17][CH2:16]1.[B:21](OC)([O:24]C)[O:22]C.[Cl-].[NH4+]. Product: [CH:15]1([O:14][CH2:13][C:8]2[CH:9]=[CH:10][CH:11]=[CH:12][C:7]=2[B:21]([OH:24])[OH:22])[CH2:20][CH2:19][CH2:18][CH2:17][CH2:16]1. The catalyst class is: 392. (6) Reactant: [Br:1][C:2]1[C:3]([CH2:12][N:13]2[CH2:18][CH2:17][O:16][CH2:15][CH2:14]2)=[CH:4][C:5]([OH:11])=[C:6]([CH:10]=1)[C:7]([OH:9])=[O:8].C(=O)([O-])[O-].[K+].[K+].[F:25][C:26]1[CH:33]=[CH:32][C:29]([CH2:30]Br)=[CH:28][CH:27]=1. Product: [Br:1][C:2]1[C:3]([CH2:12][N:13]2[CH2:14][CH2:15][O:16][CH2:17][CH2:18]2)=[CH:4][C:5]([O:11][CH2:30][C:29]2[CH:32]=[CH:33][C:26]([F:25])=[CH:27][CH:28]=2)=[C:6]([CH:10]=1)[C:7]([O:9][CH2:30][C:29]1[CH:32]=[CH:33][C:26]([F:25])=[CH:27][CH:28]=1)=[O:8]. The catalyst class is: 9.